This data is from Peptide-MHC class I binding affinity with 185,985 pairs from IEDB/IMGT. The task is: Regression. Given a peptide amino acid sequence and an MHC pseudo amino acid sequence, predict their binding affinity value. This is MHC class I binding data. The peptide sequence is LMKERISSE. The MHC is HLA-B08:01 with pseudo-sequence HLA-B08:01. The binding affinity (normalized) is 0.593.